This data is from Catalyst prediction with 721,799 reactions and 888 catalyst types from USPTO. The task is: Predict which catalyst facilitates the given reaction. (1) Reactant: C([SiH](CC)CC)C.[CH3:8][O:9][C:10](=[O:30])[CH2:11][CH2:12][C:13]1[C:14](=[O:29])[N:15](CC2C=CC(OC)=CC=2OC)[CH2:16][CH:17]=1. Product: [CH3:8][O:9][C:10](=[O:30])[CH2:11][CH2:12][C:13]1[C:14](=[O:29])[NH:15][CH2:16][CH:17]=1. The catalyst class is: 55. (2) Reactant: [S:1]1[CH:5]=[CH:4][N:3]=[C:2]1[SH:6].C(O)(=O)C.[OH2:11].ClCl.[Cl-:14].[Na+].[OH2:16]. Product: [S:1]1[CH:5]=[CH:4][N:3]=[C:2]1[S:6]([Cl:14])(=[O:16])=[O:11]. The catalyst class is: 27. (3) Reactant: [C:1]([O:5][C:6](=[O:19])[NH:7][C:8]1[CH:13]=[CH:12][C:11]([C:14]([F:17])([F:16])[F:15])=[CH:10][C:9]=1[NH2:18])([CH3:4])([CH3:3])[CH3:2].CCN(C(C)C)C(C)C.[CH2:29]([O:36][C:37](=[O:42])[CH2:38][C:39](O)=[O:40])[C:30]1[CH:35]=[CH:34][CH:33]=[CH:32][CH:31]=1.CN(C(ON1N=NC2C=CC=NC1=2)=[N+](C)C)C.F[P-](F)(F)(F)(F)F. Product: [CH2:29]([O:36][C:37](=[O:42])[CH2:38][C:39]([NH:18][C:9]1[CH:10]=[C:11]([C:14]([F:17])([F:16])[F:15])[CH:12]=[CH:13][C:8]=1[NH:7][C:6]([O:5][C:1]([CH3:4])([CH3:2])[CH3:3])=[O:19])=[O:40])[C:30]1[CH:35]=[CH:34][CH:33]=[CH:32][CH:31]=1. The catalyst class is: 59. (4) Reactant: [Cl:1][C:2]1[C:3]([F:10])=[C:4]([CH:7]=[CH:8][CH:9]=1)[CH:5]=O.C([O-])([O-])=O.[Cs+].[Cs+].[CH3:17][C:18]([S@:21]([NH2:23])=[O:22])([CH3:20])[CH3:19]. Product: [Cl:1][C:2]1[C:3]([F:10])=[C:4]([CH:7]=[CH:8][CH:9]=1)/[CH:5]=[N:23]/[S@@:21]([C:18]([CH3:20])([CH3:19])[CH3:17])=[O:22]. The catalyst class is: 91. (5) Reactant: Br[C:2]1[N:6]([CH2:7][C:8]([O:10][C:11]([CH3:14])([CH3:13])[CH3:12])=[O:9])[C:5]2[CH:15]=[C:16]([C:18]([O:20][CH3:21])=[O:19])[S:17][C:4]=2[C:3]=1[CH:22]1[CH2:27][CH2:26][CH2:25][CH2:24][CH2:23]1.[C:28]([O:32][C:33](=[O:50])[NH:34][C:35]1[CH:40]=[CH:39][CH:38]=[CH:37][C:36]=1B1OC(C)(C)C(C)(C)O1)([CH3:31])([CH3:30])[CH3:29].C([O-])([O-])=O.[Na+].[Na+].CCOC(C)=O. Product: [C:28]([O:32][C:33]([NH:34][C:35]1[CH:40]=[CH:39][CH:38]=[CH:37][C:36]=1[C:2]1[N:6]([CH2:7][C:8]([O:10][C:11]([CH3:14])([CH3:13])[CH3:12])=[O:9])[C:5]2[CH:15]=[C:16]([C:18]([O:20][CH3:21])=[O:19])[S:17][C:4]=2[C:3]=1[CH:22]1[CH2:27][CH2:26][CH2:25][CH2:24][CH2:23]1)=[O:50])([CH3:31])([CH3:29])[CH3:30]. The catalyst class is: 184.